From a dataset of Forward reaction prediction with 1.9M reactions from USPTO patents (1976-2016). Predict the product of the given reaction. (1) Given the reactants [CH2:1]([NH:3][C:4]1[S:5][C:6]([C:10](=O)[CH3:11])=[C:7]([CH3:9])[N:8]=1)[CH3:2].Cl[CH:14](C(=O)C)C(=O)C.[N+]([O-])(O)=O.[N+:25]([C:28]1[CH:29]=[C:30]([NH:34][C:35]([NH2:37])=[NH:36])[CH:31]=[CH:32][CH:33]=1)([O-:27])=[O:26], predict the reaction product. The product is: [CH2:1]([NH:3][C:4]1[S:5][C:6]([C:10]2[CH:11]=[CH:14][N:37]=[C:35]([NH:34][C:30]3[CH:31]=[CH:32][CH:33]=[C:28]([N+:25]([O-:27])=[O:26])[CH:29]=3)[N:36]=2)=[C:7]([CH3:9])[N:8]=1)[CH3:2]. (2) Given the reactants [Br:1][C:2]1[C:3]([O:17]C)=[CH:4][C:5]2[S:9][C:8]([NH:10][C:11]([NH:13][CH2:14][CH3:15])=[O:12])=[N:7][C:6]=2[CH:16]=1.Br.[OH-].[Na+], predict the reaction product. The product is: [Br:1][C:2]1[C:3]([OH:17])=[CH:4][C:5]2[S:9][C:8]([NH:10][C:11]([NH:13][CH2:14][CH3:15])=[O:12])=[N:7][C:6]=2[CH:16]=1. (3) Given the reactants [N+:1]([C:4]1[CH:12]=[CH:11][CH:10]=[C:9]2[C:5]=1[CH2:6][CH2:7][CH:8]2[N:13]1[CH:18]=[CH:17][CH:16]=[C:15]([C:19]([NH:21][C:22]2[CH:27]=[CH:26][N:25]=[CH:24][CH:23]=2)=[O:20])[C:14]1=[O:28])([O-])=O.Cl[Sn]Cl.O, predict the reaction product. The product is: [NH2:1][C:4]1[CH:12]=[CH:11][CH:10]=[C:9]2[C:5]=1[CH2:6][CH2:7][CH:8]2[N:13]1[CH:18]=[CH:17][CH:16]=[C:15]([C:19]([NH:21][C:22]2[CH:27]=[CH:26][N:25]=[CH:24][CH:23]=2)=[O:20])[C:14]1=[O:28]. (4) Given the reactants [CH2:1]([Mg]Cl)[CH2:2][CH3:3].[CH:6]1[C:15]2[C:10](=[CH:11][CH:12]=[CH:13][CH:14]=2)[CH:9]=[CH:8][C:7]=1[C:16]#N.Cl.CC[O:21]CC, predict the reaction product. The product is: [CH:6]1[C:15]2[C:10](=[CH:11][CH:12]=[CH:13][CH:14]=2)[CH:9]=[CH:8][C:7]=1[C:16](=[O:21])[CH2:1][CH2:2][CH3:3]. (5) Given the reactants [F:1][C:2]1[CH:14]=[CH:13][C:5]([CH2:6][CH:7]2[CH2:12][CH2:11][NH:10][CH2:9][CH2:8]2)=[CH:4][CH:3]=1.[CH3:15][S:16]([NH:19][C:20]1[CH:28]=[CH:27][C:23]([C:24]([NH2:26])=[O:25])=[CH:22][CH:21]=1)(=[O:18])=[O:17].[CH2:29]([OH:31])C, predict the reaction product. The product is: [CH3:15][S:16]([NH:19][C:20]1[CH:28]=[CH:27][C:23]([C:24]([NH:26][C:29]([N:10]2[CH2:9][CH2:8][CH:7]([CH2:6][C:5]3[CH:4]=[CH:3][C:2]([F:1])=[CH:14][CH:13]=3)[CH2:12][CH2:11]2)=[O:31])=[O:25])=[CH:22][CH:21]=1)(=[O:18])=[O:17].